This data is from Full USPTO retrosynthesis dataset with 1.9M reactions from patents (1976-2016). The task is: Predict the reactants needed to synthesize the given product. (1) Given the product [CH3:15][O:16][CH2:17][O:8][C:5]1[CH:6]=[CH:7][C:2]([I:1])=[CH:3][CH:4]=1, predict the reactants needed to synthesize it. The reactants are: [I:1][C:2]1[CH:7]=[CH:6][C:5]([OH:8])=[CH:4][CH:3]=1.CC(C)([O-])C.[K+].[CH3:15][O:16][CH2:17]Cl.O. (2) Given the product [CH2:21]([O:1][C:2]1[CH:7]=[C:6]([O:8][CH2:12][C:3]2[CH:4]=[CH:5][CH:6]=[CH:7][CH:2]=2)[C:5]([CH:9]([CH3:11])[CH3:10])=[CH:4][C:3]=1[C:12](=[O:14])[CH3:13])[C:22]1[CH:27]=[CH:26][CH:25]=[CH:24][CH:23]=1, predict the reactants needed to synthesize it. The reactants are: [OH:1][C:2]1[CH:7]=[C:6]([OH:8])[C:5]([CH:9]([CH3:11])[CH3:10])=[CH:4][C:3]=1[C:12](=[O:14])[CH3:13].C(=O)([O-])[O-].[K+].[K+].[CH2:21](Br)[C:22]1[CH:27]=[CH:26][CH:25]=[CH:24][CH:23]=1. (3) Given the product [CH3:1][C:2]1[CH:7]=[CH:6][C:5]([N+:8]([O-:10])=[O:9])=[CH:4][C:3]=1[S:11]([NH:21][C@@H:22]1[CH2:26][CH2:25][N:24]([C:27]([O:29][C:30]([CH3:33])([CH3:32])[CH3:31])=[O:28])[CH2:23]1)(=[O:13])=[O:12], predict the reactants needed to synthesize it. The reactants are: [CH3:1][C:2]1[CH:7]=[CH:6][C:5]([N+:8]([O-:10])=[O:9])=[CH:4][C:3]=1[S:11](Cl)(=[O:13])=[O:12].N1C=CC=CC=1.[NH2:21][C@@H:22]1[CH2:26][CH2:25][N:24]([C:27]([O:29][C:30]([CH3:33])([CH3:32])[CH3:31])=[O:28])[CH2:23]1. (4) Given the product [C:1]([C:5]1[CH:6]=[CH:7][C:8]([S:11]([N:14]2[C:20]3[CH:21]=[C:22]([CH:25]([OH:27])[CH3:26])[CH:23]=[CH:24][C:19]=3[NH:18][C:17]3[N:28]=[C:29]([C:32]([F:34])([F:35])[F:33])[CH:30]=[CH:31][C:16]=3[CH2:15]2)(=[O:12])=[O:13])=[CH:9][CH:10]=1)([CH3:2])([CH3:3])[CH3:4], predict the reactants needed to synthesize it. The reactants are: [C:1]([C:5]1[CH:10]=[CH:9][C:8]([S:11]([N:14]2[C:20]3[CH:21]=[C:22]([C:25](=[O:27])[CH3:26])[CH:23]=[CH:24][C:19]=3[NH:18][C:17]3[N:28]=[C:29]([C:32]([F:35])([F:34])[F:33])[CH:30]=[CH:31][C:16]=3[CH2:15]2)(=[O:13])=[O:12])=[CH:7][CH:6]=1)([CH3:4])([CH3:3])[CH3:2]. (5) Given the product [Cl:1][C:33]1[CH:34]=[C:35]([CH:39]=[C:43]([Cl:45])[CH:41]=1)[C:36]([NH:2][CH2:3][C:4]1[CH:12]=[CH:11][CH:10]=[C:9]2[C:5]=1[C:6](=[O:22])[N:7]([CH:14]1[CH2:19][CH2:18][C:17](=[O:20])[NH:16][C:15]1=[O:21])[C:8]2=[O:13])=[O:37], predict the reactants needed to synthesize it. The reactants are: [ClH:1].[NH2:2][CH2:3][C:4]1[CH:12]=[CH:11][CH:10]=[C:9]2[C:5]=1[C:6](=[O:22])[N:7]([CH:14]1[CH2:19][CH2:18][C:17](=[O:20])[NH:16][C:15]1=[O:21])[C:8]2=[O:13].C(N(C(C)C)CC)(C)C.F[C:33]1[CH:34]=[C:35]([CH:39]=C(F)[CH:41]=1)[C:36](Cl)=[O:37].[CH2:43]([Cl:45])Cl. (6) Given the product [ClH:4].[Cl:4][C:5]1[CH:33]=[CH:32][C:8]([O:9][C:10]2[CH:11]=[CH:12][C:13]3[N:17]=[C:16]([CH2:18][O:19][C:20]4[CH:21]=[C:22]([CH:27]=[CH:28][CH:29]=4)[C:23]([OH:25])=[O:24])[N:15]([CH3:30])[C:14]=3[CH:31]=2)=[CH:7][C:6]=1[F:34], predict the reactants needed to synthesize it. The reactants are: [OH-].[Na+].Cl.[Cl:4][C:5]1[CH:33]=[CH:32][C:8]([O:9][C:10]2[CH:11]=[CH:12][C:13]3[N:17]=[C:16]([CH2:18][O:19][C:20]4[CH:21]=[C:22]([CH:27]=[CH:28][CH:29]=4)[C:23]([O:25]C)=[O:24])[N:15]([CH3:30])[C:14]=3[CH:31]=2)=[CH:7][C:6]=1[F:34].Cl. (7) Given the product [OH2:28].[ClH:27].[Cl:27][C:26]1[CH:25]=[C:24]2[C:20]([CH2:21][C:22](=[O:28])[NH:23]2)=[CH:19][CH:18]=1, predict the reactants needed to synthesize it. The reactants are: S1C2C=CC=CC=2C(N2CCN(CC[C:18]3[CH:19]=[C:20]4[C:24](=[CH:25][C:26]=3[Cl:27])[NH:23][C:22](=[O:28])[CH2:21]4)CC2)=N1.CO.Cl.